Dataset: Full USPTO retrosynthesis dataset with 1.9M reactions from patents (1976-2016). Task: Predict the reactants needed to synthesize the given product. (1) Given the product [CH2:19]([O:8][C:5]1[CH:6]=[CH:7][C:2]([Br:1])=[CH:3][C:4]=1[O:9][CH3:10])[CH:18]=[CH2:17], predict the reactants needed to synthesize it. The reactants are: [Br:1][C:2]1[CH:7]=[CH:6][C:5]([OH:8])=[C:4]([O:9][CH3:10])[CH:3]=1.C([O-])([O-])=O.[K+].[K+].[CH2:17](Br)[CH:18]=[CH2:19].O. (2) Given the product [C:20]1([S:26]([C:6]2[CH:7]=[C:8]3[C:3](=[CH:4][CH:5]=2)[C:2](=[O:1])[CH2:11][CH2:10][CH2:9]3)(=[O:28])=[O:27])[CH:25]=[CH:24][CH:23]=[CH:22][CH:21]=1, predict the reactants needed to synthesize it. The reactants are: [O:1]=[C:2]1[CH2:11][CH2:10][CH2:9][C:8]2[CH:7]=[C:6](OS(C(F)(F)F)(=O)=O)[CH:5]=[CH:4][C:3]1=2.[C:20]1([S:26]([O-:28])=[O:27])[CH:25]=[CH:24][CH:23]=[CH:22][CH:21]=1.[Na+].C(=O)([O-])[O-].[Cs+].[Cs+].[F-].C([N+](CCCC)(CCCC)CCCC)CCC. (3) Given the product [NH2:1][CH2:2][C@@H:3]([C:5]1[CH:10]=[CH:9][CH:8]=[C:7]([Cl:11])[CH:6]=1)[OH:4], predict the reactants needed to synthesize it. The reactants are: [NH2:1][CH2:2][C@H:3]([C:5]1[CH:10]=[CH:9][CH:8]=[C:7]([Cl:11])[CH:6]=1)[OH:4]. (4) Given the product [F:9][CH:8]([F:10])[C:4]1[C:3]([F:11])=[C:2]([B:12]2[O:16][C:15]([CH3:18])([CH3:17])[C:14]([CH3:20])([CH3:19])[O:13]2)[CH:7]=[CH:6][CH:5]=1, predict the reactants needed to synthesize it. The reactants are: Br[C:2]1[CH:7]=[CH:6][CH:5]=[C:4]([CH:8]([F:10])[F:9])[C:3]=1[F:11].[B:12]1([B:12]2[O:16][C:15]([CH3:18])([CH3:17])[C:14]([CH3:20])([CH3:19])[O:13]2)[O:16][C:15]([CH3:18])([CH3:17])[C:14]([CH3:20])([CH3:19])[O:13]1.C([O-])(=O)C.[K+]. (5) The reactants are: [CH3:1][O:2][CH2:3][CH2:4][CH2:5][O:6][C:7]1[CH:8]=[C:9]([CH:29]=[CH:30][C:31]=1[O:32][CH3:33])[CH2:10][C@H:11]([CH:26]([CH3:28])[CH3:27])[CH2:12][C@H:13]([NH:18][C:19](=[O:25])[O:20][C:21]([CH3:24])([CH3:23])[CH3:22])[C@@H:14]([OH:17])[CH2:15][NH2:16].[CH3:34][N:35]([C:42]1[C:43](=O)[C:44](=[O:48])[C:45]=1[O:46]C)[C:36]([CH3:41])([CH2:38][CH2:39][CH3:40])[CH3:37]. Given the product [CH3:1][O:2][CH2:3][CH2:4][CH2:5][O:6][C:7]1[CH:8]=[C:9]([CH:29]=[CH:30][C:31]=1[O:32][CH3:33])[CH2:10][C@H:11]([CH:26]([CH3:28])[CH3:27])[CH2:12][C@H:13]([NH:18][C:19]([O:20][C:21]([CH3:24])([CH3:23])[CH3:22])=[O:25])[C@@H:14]([OH:17])[CH2:15][NH:16][C:43]1[C:44](=[O:48])[C:45](=[O:46])[C:42]=1[N:35]([CH3:34])[C:36]([CH3:37])([CH2:38][CH2:39][CH3:40])[CH3:41], predict the reactants needed to synthesize it. (6) Given the product [CH2:14]([O:16][C:17]([C:18]1[CH:3]=[C:4]([C:6]2[CH:11]=[CH:10][N:9]=[C:8]([Cl:12])[CH:7]=2)[NH:20][C:19]=1[NH2:21])=[O:22])[CH3:15], predict the reactants needed to synthesize it. The reactants are: Br.Br[CH2:3][C:4]([C:6]1[CH:11]=[CH:10][N:9]=[C:8]([Cl:12])[CH:7]=1)=O.Cl.[CH2:14]([O:16][C:17](=[O:22])[CH2:18][C:19](=[NH:21])[NH2:20])[CH3:15].[O-]CC.[Na+].BrCC(C1C=CN=C(Cl)C=1)=O.